Dataset: Reaction yield outcomes from USPTO patents with 853,638 reactions. Task: Predict the reaction yield, written as a fraction of the theoretical maximum amount of product (1.0 means a 100% yield; for example, 0.34 means a 34% yield). The reactants are [Cl-].[Br:2][C:3]1[CH:8]=[CH:7][C:6]([CH2:9][NH3+:10])=[CH:5][CH:4]=1.[OH-].[Na+].Cl[C:14]([O:16][CH2:17][C:18]1[CH:23]=[CH:22][CH:21]=[CH:20][CH:19]=1)=[O:15]. The catalyst is O1CCCC1.O.[Cl-].[Na+].O. The product is [Br:2][C:3]1[CH:8]=[CH:7][C:6]([CH2:9][NH:10][C:14](=[O:15])[O:16][CH2:17][C:18]2[CH:23]=[CH:22][CH:21]=[CH:20][CH:19]=2)=[CH:5][CH:4]=1. The yield is 1.02.